This data is from Forward reaction prediction with 1.9M reactions from USPTO patents (1976-2016). The task is: Predict the product of the given reaction. (1) Given the reactants CC[N:3](C(C)C)C(C)C.CC[O:12]P(ON1N=NC2C=CC=C[C:22]=2[C:20]1=[O:21])(OCC)=O.C1C[O:33][CH2:32][CH2:31]1, predict the reaction product. The product is: [NH4+:3].[OH-:12].[CH3:32][OH:33].[CH3:31][CH2:32][O:33][C:20]([CH3:22])=[O:21]. (2) The product is: [C:40](=[O:56])([O:49][CH:50]([O:52][N+:53]([O-:55])=[O:54])[CH3:51])[O:41][CH:42]1[CH2:47][CH2:46][CH:45]([NH:48][C:32](=[O:38])[C@H:33]([CH:35]([CH3:37])[CH3:36])[CH2:34][C@H:30]([OH:31])[C@@H:8]([NH2:7])[CH2:9][C@H:10]([CH2:14][C:15]2[CH:23]=[C:22]3[C:18]([C:19]([CH3:29])=[N:20][N:21]3[CH2:24][CH2:25][CH2:26][O:27][CH3:28])=[CH:17][CH:16]=2)[CH:11]([CH3:12])[CH3:13])[CH2:44][CH2:43]1. Given the reactants C(OC(=O)[NH:7][C@H:8]([C@@H:30]1[CH2:34][C@@H:33]([CH:35]([CH3:37])[CH3:36])[C:32](=[O:38])[O:31]1)[CH2:9][C@H:10]([CH2:14][C:15]1[CH:23]=[C:22]2[C:18]([C:19]([CH3:29])=[N:20][N:21]2[CH2:24][CH2:25][CH2:26][O:27][CH3:28])=[CH:17][CH:16]=1)[CH:11]([CH3:13])[CH3:12])(C)(C)C.[C:40](=[O:56])([O:49][CH:50]([O:52][N+:53]([O-:55])=[O:54])[CH3:51])[O:41][CH:42]1[CH2:47][CH2:46][CH:45]([NH2:48])[CH2:44][CH2:43]1, predict the reaction product. (3) Given the reactants [CH3:1][C:2]1[CH:7]=[C:6]([C:8]([CH3:10])=[O:9])[CH:5]=[CH:4][C:3]=1[Cl:11].[Cl:12][C:13]1[CH:14]=[C:15]([C:20](=O)[C:21]([F:24])([F:23])[F:22])[CH:16]=[C:17]([Cl:19])[CH:18]=1.ClCCCl.C(=O)([O-])[O-].[K+].[K+], predict the reaction product. The product is: [Cl:11][C:3]1[CH:4]=[CH:5][C:6]([C:8](=[O:9])[CH:10]=[C:20]([C:15]2[CH:16]=[C:17]([Cl:19])[CH:18]=[C:13]([Cl:12])[CH:14]=2)[C:21]([F:24])([F:23])[F:22])=[CH:7][C:2]=1[CH3:1]. (4) Given the reactants Br[C:2]1[CH2:6][CH2:5][CH2:4][C:3]=1[N:7]1[C:15]2[CH:14]=[CH:13][C:12]([CH3:16])=[CH:11][C:10]=2[C:9]2[CH2:17][N:18]([CH3:21])[CH2:19][CH2:20][C:8]1=2.[CH3:22][N:23]1[C:31]2[C:26](=[CH:27][C:28](B3OC(C)(C)C(C)(C)O3)=[CH:29][CH:30]=2)[CH:25]=[CH:24]1.C(=O)([O-])[O-].[K+].[K+], predict the reaction product. The product is: [CH3:21][N:18]1[CH2:19][CH2:20][C:8]2[N:7]([C:3]3[CH2:4][CH2:5][CH2:6][C:2]=3[C:28]3[CH:27]=[C:26]4[C:31](=[CH:30][CH:29]=3)[N:23]([CH3:22])[CH:24]=[CH:25]4)[C:15]3[CH:14]=[CH:13][C:12]([CH3:16])=[CH:11][C:10]=3[C:9]=2[CH2:17]1. (5) Given the reactants [Cl:1][C:2]1[CH:18]=[CH:17][C:5]2[CH2:6][CH2:7][N:8]([C:11](=[O:16])[C:12]([F:15])([F:14])[F:13])[CH2:9][CH2:10][C:4]=2[C:3]=1[NH:19][CH2:20][C:21]1[CH:26]=[CH:25][C:24]([C:27]2(OCC[O:35]2)[CH2:28][S:29][CH2:30][C:31]([F:34])([F:33])[F:32])=[CH:23][CH:22]=1.Cl, predict the reaction product. The product is: [Cl:1][C:2]1[CH:18]=[CH:17][C:5]2[CH2:6][CH2:7][N:8]([C:11](=[O:16])[C:12]([F:13])([F:14])[F:15])[CH2:9][CH2:10][C:4]=2[C:3]=1[NH:19][CH2:20][C:21]1[CH:26]=[CH:25][C:24]([C:27]([CH2:28][S:29][CH2:30][C:31]([F:34])([F:32])[F:33])=[O:35])=[CH:23][CH:22]=1.